From a dataset of Reaction yield outcomes from USPTO patents with 853,638 reactions. Predict the reaction yield, written as a fraction of the theoretical maximum amount of product (1.0 means a 100% yield; for example, 0.34 means a 34% yield). (1) The reactants are [C:1]1([C:21]2[CH:26]=[CH:25][CH:24]=[CH:23][CH:22]=2)[CH:6]=[CH:5][C:4]([C:7]([C:9]2[CH2:10][CH2:11][N:12]([C:15]3[N:20]=[CH:19][CH:18]=[CH:17][N:16]=3)[CH2:13][CH:14]=2)=[O:8])=[CH:3][CH:2]=1.[BH4-].[Na+]. The catalyst is CO.CCOC(C)=O. The product is [C:1]1([C:21]2[CH:26]=[CH:25][CH:24]=[CH:23][CH:22]=2)[CH:2]=[CH:3][C:4]([CH:7]([C:9]2[CH2:14][CH2:13][N:12]([C:15]3[N:16]=[CH:17][CH:18]=[CH:19][N:20]=3)[CH2:11][CH:10]=2)[OH:8])=[CH:5][CH:6]=1. The yield is 0.980. (2) The reactants are [N:1]([CH2:4][C:5]([C:7]1[CH:8]=[C:9]2[C:13](=[CH:14][CH:15]=1)[NH:12][C:11](=[O:16])[CH2:10]2)=[O:6])=[N+]=[N-].[C:17](Cl)(=O)[C:18]1[CH:23]=[CH:22][CH:21]=[CH:20][CH:19]=1.CCN(C(C)C)C(C)C.O. The catalyst is CN(C=O)C.[Pd].CCOC(C)=O. The product is [C:18]1([C:17]2[O:6][C:5]([C:7]3[CH:8]=[C:9]4[C:13](=[CH:14][CH:15]=3)[NH:12][C:11](=[O:16])[CH2:10]4)=[CH:4][N:1]=2)[CH:23]=[CH:22][CH:21]=[CH:20][CH:19]=1. The yield is 0.240. (3) The reactants are [Si]([O:8][CH2:9][CH2:10][N:11]([CH2:41][CH:42]1[CH2:44][CH2:43]1)[C:12]([C:14]1[C:19]([O:20][CH2:21][C:22]2[CH:27]=[CH:26][CH:25]=[CH:24][CH:23]=2)=[C:18]([OH:28])[N:17]=[C:16]([CH2:29][C:30]2([C:35]3[CH:40]=[CH:39][CH:38]=[CH:37][N:36]=3)[CH2:34][CH2:33][CH2:32][CH2:31]2)[N:15]=1)=[O:13])(C(C)(C)C)(C)C.Cl. The catalyst is O1CCCC1. The product is [CH:42]1([CH2:41][N:11]([CH2:10][CH2:9][OH:8])[C:12]([C:14]2[C:19]([O:20][CH2:21][C:22]3[CH:27]=[CH:26][CH:25]=[CH:24][CH:23]=3)=[C:18]([OH:28])[N:17]=[C:16]([CH2:29][C:30]3([C:35]4[CH:40]=[CH:39][CH:38]=[CH:37][N:36]=4)[CH2:34][CH2:33][CH2:32][CH2:31]3)[N:15]=2)=[O:13])[CH2:44][CH2:43]1. The yield is 0.750. (4) The reactants are [N+:1]([C:4]1[CH:5]=[CH:6][C:7]([F:11])=[C:8]([CH:10]=1)[NH2:9])([O-:3])=[O:2].CO[CH:14]1[CH2:18][CH2:17][CH:16](OC)O1. The catalyst is C(O)(=O)C. The product is [F:11][C:7]1[CH:6]=[CH:5][C:4]([N+:1]([O-:3])=[O:2])=[CH:10][C:8]=1[N:9]1[CH:14]=[CH:18][CH:17]=[CH:16]1. The yield is 0.780. (5) The reactants are [F:1][C:2]1[CH:26]=[CH:25][C:5]2=[C:6]3[N:17]=[C:16]([S:18][CH:19]4[CH2:23][CH2:22][O:21][C:20]4=[O:24])[NH:15][C:7]3=[C:8]3[C:13]([C:12](=[O:14])[NH:11][CH:10]=[CH:9]3)=[C:4]2[CH:3]=1.[NH3:27]. The catalyst is O1CCCC1. The product is [F:1][C:2]1[CH:26]=[CH:25][C:5]2=[C:6]3[N:17]=[C:16]([S:18][CH:19]([CH2:23][CH2:22][OH:21])[C:20]([NH2:27])=[O:24])[NH:15][C:7]3=[C:8]3[C:13]([C:12](=[O:14])[NH:11][CH:10]=[CH:9]3)=[C:4]2[CH:3]=1. The yield is 0.300. (6) The reactants are [Cl:1][C:2]1[CH:9]=[CH:8][C:7]([Cl:10])=[CH:6][C:3]=1[CH:4]=O.[C:11](#[N:15])[CH2:12][C:13]#[N:14].[OH-].[K+].O. The catalyst is C(O)C. The product is [Cl:1][C:2]1[CH:9]=[CH:8][C:7]([Cl:10])=[CH:6][C:3]=1[CH:4]=[C:12]([C:11]#[N:15])[C:13]#[N:14]. The yield is 0.950. (7) The reactants are Cl.[NH:2]1[CH:6]=CC(C(N)=N)=N1.[NH2:10][CH2:11][CH2:12][C:13]1[CH:19]=[CH:18][C:16]([NH2:17])=[CH:15][CH:14]=1.C([N:23](C(C)C)CC)(C)C.CO[C:31]([C:33]1[C:38]([NH2:39])=[N:37][C:36]([NH2:40])=[C:35]([Cl:41])[N:34]=1)=[O:32].[OH-].[Na+]. The catalyst is CN(C=O)C.CO.CCOCC. The product is [ClH:41].[NH2:17][C:16]1[CH:18]=[CH:19][C:13]([CH2:12][CH2:11][NH:10][C:6]([N:37]2[C:36]([NH2:40])=[C:35]([Cl:41])[N:34]=[C:33]([C:31]([NH2:23])=[O:32])[CH:38]2[NH2:39])=[NH:2])=[CH:14][CH:15]=1. The yield is 0.110.